This data is from Forward reaction prediction with 1.9M reactions from USPTO patents (1976-2016). The task is: Predict the product of the given reaction. (1) Given the reactants [NH2:1][C:2]1[C:3]([C:14]2[CH:23]=[CH:22][C:17]([C:18]([O:20][CH3:21])=[O:19])=[C:16]([F:24])[CH:15]=2)=[N:4][C:5]([CH:8]2[CH2:13][CH2:12][CH2:11][NH:10][CH2:9]2)=[CH:6][N:7]=1.CCN(C(C)C)C(C)C.[CH3:34][S:35](Cl)(=[O:37])=[O:36], predict the reaction product. The product is: [NH2:1][C:2]1[C:3]([C:14]2[CH:23]=[CH:22][C:17]([C:18]([O:20][CH3:21])=[O:19])=[C:16]([F:24])[CH:15]=2)=[N:4][C:5]([CH:8]2[CH2:13][CH2:12][CH2:11][N:10]([S:35]([CH3:34])(=[O:37])=[O:36])[CH2:9]2)=[CH:6][N:7]=1. (2) Given the reactants Cl[C:2]1[C:7]([Cl:8])=[C:6]([Cl:9])[N:5]=[C:4]([C:10]([Cl:13])([Cl:12])[Cl:11])[CH:3]=1.[N-:14]=[N+]=[N-].[Na+].O.[BH4-].[Na+], predict the reaction product. The product is: [NH2:14][C:2]1[C:7]([Cl:8])=[C:6]([Cl:9])[N:5]=[C:4]([C:10]([Cl:13])([Cl:12])[Cl:11])[CH:3]=1. (3) Given the reactants [N:1]([CH2:4][C@H:5]1[CH2:9][N:8]([C:10]2[CH:11]=[CH:12][C:13]3[O:14][CH2:15][C:16](=[O:20])[NH:17][C:18]=3[N:19]=2)[C:7](=[O:21])[CH2:6]1)=[N+]=[N-], predict the reaction product. The product is: [NH2:1][CH2:4][C@H:5]1[CH2:9][N:8]([C:10]2[CH:11]=[CH:12][C:13]3[O:14][CH2:15][C:16](=[O:20])[NH:17][C:18]=3[N:19]=2)[C:7](=[O:21])[CH2:6]1. (4) Given the reactants [C:1]1([CH2:7][C:8]([OH:10])=O)[CH:6]=[CH:5][CH:4]=[CH:3][CH:2]=1.CCN=C=NCCCN(C)C.[C:22]([O:26][C:27](=[O:54])[CH:28]([NH:38][C:39]([C:41]1[CH:46]=[CH:45][C:44]([C:47]2[CH:52]=[CH:51][C:50]([NH2:53])=[CH:49][CH:48]=2)=[CH:43][CH:42]=1)=[O:40])[CH2:29][CH2:30][C:31]([O:33][C:34]([CH3:37])([CH3:36])[CH3:35])=[O:32])([CH3:25])([CH3:24])[CH3:23].CCN(CC)CC, predict the reaction product. The product is: [C:22]([O:26][C:27](=[O:54])[CH:28]([NH:38][C:39]([C:41]1[CH:42]=[CH:43][C:44]([C:47]2[CH:48]=[CH:49][C:50]([NH:53][C:8](=[O:10])[CH2:7][C:1]3[CH:2]=[CH:3][CH:4]=[CH:5][CH:6]=3)=[CH:51][CH:52]=2)=[CH:45][CH:46]=1)=[O:40])[CH2:29][CH2:30][C:31]([O:33][C:34]([CH3:37])([CH3:36])[CH3:35])=[O:32])([CH3:23])([CH3:24])[CH3:25]. (5) The product is: [F:8][C:6]1[CH:7]=[C:2]([F:1])[C:3]([CH:24]2[CH2:29][CH2:28][NH:27][CH2:26][CH2:25]2)=[CH:4][C:5]=1[NH:9][C:10](=[O:23])[CH2:11][CH2:12][CH2:13][CH2:14][C:15]1[CH:20]=[CH:19][CH:18]=[CH:17][C:16]=1[O:21][CH3:22]. Given the reactants [F:1][C:2]1[CH:7]=[C:6]([F:8])[C:5]([NH:9][C:10](=[O:23])[CH2:11][CH2:12][CH2:13][CH2:14][C:15]2[CH:20]=[CH:19][CH:18]=[CH:17][C:16]=2[O:21][CH3:22])=[CH:4][C:3]=1[CH:24]1[CH2:29][CH2:28][N:27](C(OC(C)(C)C)=O)[CH2:26][CH2:25]1.FC(F)(F)C(O)=O, predict the reaction product. (6) Given the reactants C([NH:4][C:5]1[CH:10]=[CH:9][C:8]([CH:11]([O:15][CH2:16][CH3:17])[C:12]([OH:14])=[O:13])=[CH:7][CH:6]=1)(=O)C, predict the reaction product. The product is: [CH2:16]([O:15][CH:11]([C:8]1[CH:7]=[CH:6][C:5]([NH2:4])=[CH:10][CH:9]=1)[C:12]([OH:14])=[O:13])[CH3:17].